From a dataset of Forward reaction prediction with 1.9M reactions from USPTO patents (1976-2016). Predict the product of the given reaction. (1) Given the reactants F[C:2](F)(F)C(O)=O.[Br:8][C:9]1[S:10][C:11]2[CH2:12][NH:13][CH2:14][CH2:15][C:16]=2[N:17]=1.C=O.C(O[BH-](OC(=O)C)OC(=O)C)(=O)C.[Na+].C(=O)(O)[O-].[Na+].[OH-].[Na+], predict the reaction product. The product is: [Br:8][C:9]1[S:10][C:11]2[CH2:12][N:13]([CH3:2])[CH2:14][CH2:15][C:16]=2[N:17]=1. (2) Given the reactants [F:1][C:2]1[CH:7]=[CH:6][CH:5]=[CH:4][C:3]=1[C:8]1[C:9]([N:14]2[CH2:19][CH2:18][NH:17][CH2:16][CH2:15]2)=[N:10][CH:11]=[CH:12][N:13]=1.[OH:20][CH2:21][CH2:22][N:23]1[CH:27]=[C:26]([CH:28]=O)[CH:25]=[N:24]1.C(O[BH-](OC(=O)C)OC(=O)C)(=O)C.[Na+].[Cl:44]CCCl, predict the reaction product. The product is: [ClH:44].[F:1][C:2]1[CH:7]=[CH:6][CH:5]=[CH:4][C:3]=1[C:8]1[C:9]([N:14]2[CH2:15][CH2:16][N:17]([CH2:28][C:26]3[CH:25]=[N:24][N:23]([CH2:22][CH2:21][OH:20])[CH:27]=3)[CH2:18][CH2:19]2)=[N:10][CH:11]=[CH:12][N:13]=1. (3) Given the reactants C1(S(CC2C(C(OCC)=O)=C(O)C(C3C=COC=3)=CC=2)(=O)=O)C=CC=CC=1.[C:28]1([S:34]([CH2:37][C:38]2[C:43]([C:44]([O:46][CH3:47])=[O:45])=[C:42](OS(C(F)(F)F)(=O)=O)[C:41]([CH2:56][CH3:57])=[CH:40][CH:39]=2)(=[O:36])=[O:35])[CH:33]=[CH:32][CH:31]=[CH:30][CH:29]=1.[O:58]1[CH2:63][CH2:62][CH2:61][CH2:60][CH:59]1[N:64]1[C:68](B2OC(C)(C)C(C)(C)O2)=[CH:67][CH:66]=[N:65]1, predict the reaction product. The product is: [C:28]1([S:34]([CH2:37][C:38]2[C:43]([C:44]([O:46][CH3:47])=[O:45])=[C:42]([C:68]3[N:64]([CH:59]4[CH2:60][CH2:61][CH2:62][CH2:63][O:58]4)[N:65]=[CH:66][CH:67]=3)[C:41]([CH2:56][CH3:57])=[CH:40][CH:39]=2)(=[O:36])=[O:35])[CH:33]=[CH:32][CH:31]=[CH:30][CH:29]=1. (4) Given the reactants C(OC(=O)[NH:7][C@H:8]1[CH2:16][CH2:15][CH2:14][C@H:13]([CH2:17][C:18]2[CH:23]=[CH:22][CH:21]=[CH:20][CH:19]=2)[C@@H:12]([CH2:24][CH2:25][CH2:26][CH3:27])[C@H:11]([CH3:28])[O:10][C:9]1=[O:29])(C)(C)C.[ClH:31], predict the reaction product. The product is: [Cl-:31].[CH2:17]([C@@H:13]1[C@@H:12]([CH2:24][CH2:25][CH2:26][CH3:27])[C@H:11]([CH3:28])[O:10][C:9](=[O:29])[C@@H:8]([NH3+:7])[CH2:16][CH2:15][CH2:14]1)[C:18]1[CH:23]=[CH:22][CH:21]=[CH:20][CH:19]=1. (5) Given the reactants [Br:1][C:2]1[CH:7]=[CH:6][C:5]([C@H:8]([NH2:10])[CH3:9])=[CH:4][CH:3]=1.[C:11]1(=O)[O:16][C:14](=[O:15])[C:13]2=[CH:17][CH:18]=[CH:19][CH:20]=[C:12]12, predict the reaction product. The product is: [Br:1][C:2]1[CH:7]=[CH:6][C:5]([C@H:8]([N:10]2[C:14](=[O:15])[C:13]3[C:12](=[CH:20][CH:19]=[CH:18][CH:17]=3)[C:11]2=[O:16])[CH3:9])=[CH:4][CH:3]=1. (6) Given the reactants [C:1]([NH:4][C:5]1[C:9]([N+:10]([O-])=O)=[CH:8][S:7][C:6]=1[C:13]([O:15][CH3:16])=[O:14])(=[O:3])[CH3:2].Cl([O-])=O.[Ca+2].Cl([O-])=O.C(O)C, predict the reaction product. The product is: [C:1]([NH:4][C:5]1[C:9]([NH2:10])=[CH:8][S:7][C:6]=1[C:13]([O:15][CH3:16])=[O:14])(=[O:3])[CH3:2].